The task is: Predict which catalyst facilitates the given reaction.. This data is from Catalyst prediction with 721,799 reactions and 888 catalyst types from USPTO. (1) Reactant: OC[C@@H]([NH:10][C@H:11]([C:15]1([CH3:18])[CH2:17][CH2:16]1)[C:12]([OH:14])=[O:13])C1C=CC=CC=1.[ClH:19]. Product: [ClH:19].[NH2:10][C@H:11]([C:15]1([CH3:18])[CH2:17][CH2:16]1)[C:12]([OH:14])=[O:13]. The catalyst class is: 19. (2) Reactant: [CH3:1][C:2]1[CH:7]=[CH:6][CH:5]=[CH:4][N:3]=1.C([Li])CCC.[CH3:13][CH:14]([C:16](=[O:20])[CH:17]([CH3:19])[CH3:18])[CH3:15]. Product: [CH3:13][CH:14]([C:16]([CH2:1][C:2]1[CH:7]=[CH:6][CH:5]=[CH:4][N:3]=1)([OH:20])[CH:17]([CH3:19])[CH3:18])[CH3:15]. The catalyst class is: 1.